This data is from Catalyst prediction with 721,799 reactions and 888 catalyst types from USPTO. The task is: Predict which catalyst facilitates the given reaction. (1) Reactant: [CH3:1][O:2][C:3]([C:5]1([NH:14][C:15](=[O:38])[C:16]2[CH:21]=[CH:20][C:19]([O:22][CH3:23])=[C:18]([O:24][CH2:25][CH2:26][C:27]3[CH:32]=[CH:31][CH:30]=[C:29]([CH2:33][CH2:34][N:35]=[N+]=[N-])[CH:28]=3)[CH:17]=2)[CH2:13][C:12]2[C:7](=[CH:8][CH:9]=[CH:10][CH:11]=2)[CH2:6]1)=[O:4].C1(P(C2C=CC=CC=2)C2C=CC=CC=2)C=CC=CC=1. Product: [CH3:1][O:2][C:3]([C:5]1([NH:14][C:15](=[O:38])[C:16]2[CH:21]=[CH:20][C:19]([O:22][CH3:23])=[C:18]([O:24][CH2:25][CH2:26][C:27]3[CH:32]=[CH:31][CH:30]=[C:29]([CH2:33][CH2:34][NH2:35])[CH:28]=3)[CH:17]=2)[CH2:13][C:12]2[C:7](=[CH:8][CH:9]=[CH:10][CH:11]=2)[CH2:6]1)=[O:4]. The catalyst class is: 20. (2) Reactant: Br[C:2]1[CH:3]=[C:4]([C:8]2[CH:13]=[CH:12][N:11]=[C:10]([NH:14][C:15]3[CH:20]=[C:19]([N+:21]([O-:23])=[O:22])[CH:18]=[CH:17][C:16]=3[CH3:24])[N:9]=2)[CH:5]=[N:6][CH:7]=1.[NH:25]1[CH2:29][CH2:28][CH2:27][CH2:26]1.[O-]P([O-])([O-])=O.[K+].[K+].[K+]. Product: [CH3:24][C:16]1[CH:17]=[CH:18][C:19]([N+:21]([O-:23])=[O:22])=[CH:20][C:15]=1[NH:14][C:10]1[N:9]=[C:8]([C:4]2[CH:5]=[N:6][CH:7]=[C:2]([N:25]3[CH2:29][CH2:28][CH2:27][CH2:26]3)[CH:3]=2)[CH:13]=[CH:12][N:11]=1. The catalyst class is: 156. (3) Reactant: [Cl:1][C:2]1[CH:3]=[CH:4][C:5]([O:22][CH3:23])=[C:6]([C:8]2(O)[CH2:13][CH2:12][N:11]([C:14]([O:16][C:17]([CH3:20])(C)C)=[O:15])[CH2:10][CH2:9]2)[CH:7]=1.Cl.O1CCOCC1.C([O-])([O-])=O.[Na+].[Na+].C(Cl)(OC[C:41]1[CH:46]=[CH:45]C=[CH:43][CH:42]=1)=O.[SiH](CC)(CC)CC.C(O)(C(F)(F)F)=O. Product: [Cl:1][C:2]1[CH:3]=[CH:4][C:5]([O:22][CH3:23])=[C:6]([CH:8]2[CH2:9][CH2:10][N:11]([C:14]([O:16][CH2:17][C:20]3[CH:45]=[CH:46][CH:41]=[CH:42][CH:43]=3)=[O:15])[CH2:12][CH2:13]2)[CH:7]=1. The catalyst class is: 346.